This data is from Full USPTO retrosynthesis dataset with 1.9M reactions from patents (1976-2016). The task is: Predict the reactants needed to synthesize the given product. (1) The reactants are: [NH2:1][C:2]1[C:3]([C:10]([O:12][CH3:13])=[O:11])=[N:4]C(Cl)=C(Cl)[N:7]=1.CC(C1C=C(C(C)C)C(C2C=CC=CC=2P([CH:39]2[CH2:44][CH2:43][CH2:42]CC2)[CH:43]2[CH2:42]CC[CH2:39][CH2:44]2)=C(C(C)C)C=1)C.C[Sn](C)(C)C.CN1CCCC1=O. Given the product [NH2:7][C:2]1[C:3]([C:10]([O:12][CH3:13])=[O:11])=[N:4][C:43]([CH3:42])=[C:44]([CH3:39])[N:1]=1, predict the reactants needed to synthesize it. (2) The reactants are: [CH:1]1([C:4]2[N:8]([C:9]3[CH:14]=[C:13]([S:15](Cl)(=[O:17])=[O:16])[CH:12]=[CH:11][C:10]=3[Cl:19])[N:7]=[CH:6][C:5]=2[C:20]([O:22][CH2:23][CH3:24])=[O:21])[CH2:3][CH2:2]1.[CH3:25][NH:26][CH3:27]. Given the product [CH:1]1([C:4]2[N:8]([C:9]3[CH:14]=[C:13]([S:15]([N:26]([CH3:27])[CH3:25])(=[O:17])=[O:16])[CH:12]=[CH:11][C:10]=3[Cl:19])[N:7]=[CH:6][C:5]=2[C:20]([O:22][CH2:23][CH3:24])=[O:21])[CH2:3][CH2:2]1, predict the reactants needed to synthesize it. (3) Given the product [CH3:12][C:13]1[CH:18]=[C:17]([N+:19]([O-:21])=[O:20])[CH:16]=[CH:15][C:14]=1[N:22]=[C:23]1[NH:4][CH2:3][CH:2]([CH3:5])[S:24]1, predict the reactants needed to synthesize it. The reactants are: O[CH:2]([CH3:5])[CH2:3][NH2:4].[Cl-].ClC(C)C[NH3+].[CH3:12][C:13]1[CH:18]=[C:17]([N+:19]([O-:21])=[O:20])[CH:16]=[CH:15][C:14]=1[N:22]=[C:23]=[S:24]. (4) Given the product [CH:19]1([NH:24][C:25]([NH:18][C:10]2[CH:9]=[CH:8][C:13]([S:14]([NH2:17])(=[O:15])=[O:16])=[CH:12][CH:11]=2)=[O:26])[CH2:23][CH2:22][CH2:21][CH2:20]1, predict the reactants needed to synthesize it. The reactants are: NC1C=CC([C:8]2[C:13]([S:14]([NH2:17])(=[O:16])=[O:15])=[CH:12][CH:11]=[C:10]([NH2:18])[CH:9]=2)=CC=1.[CH:19]1([N:24]=[C:25]=[O:26])[CH2:23][CH2:22][CH2:21][CH2:20]1.[K+].[Br-].NC(N)=O. (5) Given the product [C:1]([O:5][C:6]([N:8]([CH3:10])[NH:9][C:14]1[CH:15]=[CH:16][CH:17]=[CH:18][C:13]=1[C:11]#[N:12])=[O:7])([CH3:4])([CH3:3])[CH3:2], predict the reactants needed to synthesize it. The reactants are: [C:1]([O:5][C:6]([N:8]([CH3:10])[NH2:9])=[O:7])([CH3:4])([CH3:3])[CH3:2].[C:11]([C:13]1[CH:18]=[CH:17][CH:16]=[CH:15][C:14]=1B(O)O)#[N:12].C(N(CC)CC)C. (6) The reactants are: C[C:2]([CH3:5])([O-])C.[K+].[C:7]([CH2:9]P(=O)(OCC)OCC)#[N:8].O=[C:19]1[CH2:24][CH2:23][N:22]([C:25]([O:27][C:28]([CH3:31])(C)C)=[O:26])[CH2:21][CH2:20]1. Given the product [C:7]([CH:9]=[C:19]1[CH2:20][CH2:21][N:22]([C:25]([O:27][CH2:28][CH2:31][CH2:2][CH3:5])=[O:26])[CH2:23][CH2:24]1)#[N:8], predict the reactants needed to synthesize it. (7) Given the product [F:1][C:2]1[CH:3]=[C:4]([N:26]([CH3:33])[S:27]([CH3:30])(=[O:29])=[O:28])[CH:5]=[CH:6][C:7]=1[N:8]1[CH2:25][CH2:24][CH2:23][C@@:10]2([C:14](=[O:15])[N:13]([C@H:16]3[CH2:17][CH2:18][C@H:19]([OH:22])[CH2:20][CH2:21]3)[CH2:12][CH2:11]2)[CH2:9]1, predict the reactants needed to synthesize it. The reactants are: [F:1][C:2]1[CH:3]=[C:4]([NH:26][S:27]([CH3:30])(=[O:29])=[O:28])[CH:5]=[CH:6][C:7]=1[N:8]1[CH2:25][CH2:24][CH2:23][C@@:10]2([C:14](=[O:15])[N:13]([C@H:16]3[CH2:21][CH2:20][C@H:19]([OH:22])[CH2:18][CH2:17]3)[CH2:12][CH2:11]2)[CH2:9]1.CI.[C:33](=O)([O-])[O-].[K+].[K+].CC(C)=O. (8) Given the product [O:63]=[C:62]1[CH2:64][CH2:65][C:66](=[O:67])[N:61]1[O:11][C:10](=[O:12])[C:9]1[CH:13]=[CH:14][C:15]([O:16][CH2:17][CH2:18][CH2:19][CH2:20][CH2:21][CH2:22][CH2:23][CH2:24][CH2:25][CH2:26][CH2:27][CH2:28][CH2:29][CH2:30][C:31]([O:33][C:34]([CH3:37])([CH3:36])[CH3:35])=[O:32])=[C:7]([C:6]([O:5][C:1]([CH3:4])([CH3:3])[CH3:2])=[O:38])[CH:8]=1, predict the reactants needed to synthesize it. The reactants are: [C:1]([O:5][C:6](=[O:38])[C:7]1[CH:8]=[C:9]([CH:13]=[CH:14][C:15]=1[O:16][CH2:17][CH2:18][CH2:19][CH2:20][CH2:21][CH2:22][CH2:23][CH2:24][CH2:25][CH2:26][CH2:27][CH2:28][CH2:29][CH2:30][C:31]([O:33][C:34]([CH3:37])([CH3:36])[CH3:35])=[O:32])[C:10]([OH:12])=[O:11])([CH3:4])([CH3:3])[CH3:2].CCN(C(C)C)C(C)C.[B-](F)(F)(F)F.CN(C(O[N:61]1[C:66](=[O:67])[CH2:65][CH2:64][C:62]1=[O:63])=[N+](C)C)C. (9) Given the product [NH:21]1[CH2:20][CH2:19][CH:18]([N:31]2[C@H:32]([C:35]3[CH:36]=[C:37]([CH3:41])[CH:38]=[CH:39][CH:40]=3)[CH2:33][N:34]([CH:63]3[CH2:64][CH2:65][O:60][CH2:61][CH2:62]3)[C:30]2=[O:42])[CH2:23][CH2:22]1, predict the reactants needed to synthesize it. The reactants are: C1(N2C[C@@H](C3C=CC=CC=3)N([CH:18]3[CH2:23][CH2:22][NH:21][CH2:20][CH2:19]3)C2=O)CCCCC1.C(O[C:30](=[O:42])[NH:31][C@H:32]([C:35]1[CH:36]=[C:37]([CH3:41])[CH:38]=[CH:39][CH:40]=1)[CH2:33][NH2:34])(C)(C)C.C(OC(=O)N[C@H](C1C=CC=CC=1)CN)(C)(C)C.[O:60]1[CH2:65][CH2:64][CH2:63][CH2:62][C:61]1=O.C1(=O)CCCCC1. (10) Given the product [OH:6][C@@H:5]([CH2:4][OH:3])[CH2:7][O:8][C:9]1[N:14]=[C:13]([NH:15][C:16]([N:18]2[C@@H:24]3[CH2:25][N:21]([CH2:22][CH2:23]3)[C:20]3[CH:26]=[CH:27][C:28]([C:30]4[CH:35]=[CH:34][CH:33]=[C:32]([C:36]([F:37])([F:39])[F:38])[CH:31]=4)=[N:29][C:19]2=3)=[O:17])[CH:12]=[CH:11][N:10]=1, predict the reactants needed to synthesize it. The reactants are: CC1(C)[O:6][C@H:5]([CH2:7][O:8][C:9]2[N:14]=[C:13]([NH:15][C:16]([N:18]3[C@@H:24]4[CH2:25][N:21]([CH2:22][CH2:23]4)[C:20]4[CH:26]=[CH:27][C:28]([C:30]5[CH:35]=[CH:34][CH:33]=[C:32]([C:36]([F:39])([F:38])[F:37])[CH:31]=5)=[N:29][C:19]3=4)=[O:17])[CH:12]=[CH:11][N:10]=2)[CH2:4][O:3]1.Cl.O1CCOCC1.